This data is from Reaction yield outcomes from USPTO patents with 853,638 reactions. The task is: Predict the reaction yield, written as a fraction of the theoretical maximum amount of product (1.0 means a 100% yield; for example, 0.34 means a 34% yield). (1) The reactants are C(Cl)Cl.[CH3:4][O:5][C:6]1[C:7]([CH2:19][C@@H:20]2[O:22][C@:21]2([CH2:24][CH2:25][CH2:26][C:27]([O:30][CH3:31])([CH3:29])[CH3:28])[CH3:23])([CH2:14][CH:15]=[C:16]([CH3:18])[CH3:17])[C:8]([O:12][CH3:13])=[CH:9][CH2:10][CH:11]=1.N1C(C)=CC=CC=1C.FC(F)(F)S(O[Si](C)(C)C)(=O)=O. The catalyst is CCOC(C)=O.CCCCCC. The product is [CH3:13][O:12][C:8]1[C@@:7]2([CH2:14][CH:15]=[C:16]([CH3:18])[CH3:17])[CH2:19][CH:20]3[O:22][C@@:6]2([O:5][CH3:4])[C@H:11]([CH2:10][CH:9]=1)[C@@:21]3([CH2:24][CH2:25][CH2:26][C:27]([O:30][CH3:31])([CH3:29])[CH3:28])[CH3:23]. The yield is 0.770. (2) The reactants are C(OC1C(F)=CC=C2C=1C(CCN(C)C)=CN2)C1C=CC=CC=1.[CH2:24]([N:26]1[C:34]2[C:29](=[C:30]([OH:36])[CH:31]=[C:32]([F:35])[CH:33]=2)[C:28]([CH:37]2[CH2:42][CH2:41][CH2:40][N:39]([C:43](OC(C)(C)C)=O)[CH2:38]2)=[CH:27]1)[CH3:25]. No catalyst specified. The product is [CH2:24]([N:26]1[C:34]2[CH:33]=[C:32]([F:35])[CH:31]=[C:30]([OH:36])[C:29]=2[C:28]([CH:37]2[CH2:42][CH2:41][CH2:40][N:39]([CH3:43])[CH2:38]2)=[CH:27]1)[CH3:25]. The yield is 0.220. (3) The reactants are [F:1][C:2]1[CH:3]=[C:4]([CH:7]=[CH:8][C:9]=1[C:10]([F:13])([F:12])[F:11])[CH2:5]O.S(Cl)([Cl:16])=O. The catalyst is C(Cl)(Cl)Cl. The product is [F:1][C:2]1[CH:3]=[C:4]([CH:7]=[CH:8][C:9]=1[C:10]([F:13])([F:12])[F:11])[CH2:5][Cl:16]. The yield is 0.870. (4) The reactants are [CH3:1][C:2]1([CH3:17])[C:10]2[C:5](=[CH:6][C:7]([N+:11]([O-])=O)=[CH:8][CH:9]=2)[C:4]([CH3:15])([CH3:14])[N:3]1[CH3:16]. The catalyst is CO.[Pd]. The product is [CH3:1][C:2]1([CH3:17])[C:10]2[C:5](=[CH:6][C:7]([NH2:11])=[CH:8][CH:9]=2)[C:4]([CH3:15])([CH3:14])[N:3]1[CH3:16]. The yield is 0.570. (5) The reactants are C[Si]([N-][Si](C)(C)C)(C)C.[K+].[CH:11]1[CH:12]=[CH:13][C:14]([CH2:17][CH2:18][CH2:19][CH2:20][CH2:21][CH2:22][C:23]([C:25]2[O:29][C:28]([C:30]3[CH:31]=[CH:32][CH:33]=[CH:34][N:35]=3)=[CH:27][N:26]=2)=[O:24])=[CH:15][CH:16]=1.C1(S(N2C(C3C=CC=CC=3)O2)(=O)=[O:43])C=CC=CC=1. The catalyst is C1COCC1. The product is [OH:43][CH:22]([CH2:21][CH2:20][CH2:19][CH2:18][CH2:17][C:14]1[CH:13]=[CH:12][CH:11]=[CH:16][CH:15]=1)[C:23]([C:25]1[O:29][C:28]([C:30]2[CH:31]=[CH:32][CH:33]=[CH:34][N:35]=2)=[CH:27][N:26]=1)=[O:24]. The yield is 0.390. (6) The reactants are Cl[C:2]1[CH:11]=[CH:10][C:9]2[C:4](=[CH:5][CH:6]=[C:7]([O:12][CH3:13])[CH:8]=2)[N:3]=1.[C:14]([C:17]1[CH:22]=[CH:21][C:20](B(O)O)=[C:19]([Cl:26])[CH:18]=1)([OH:16])=[O:15].C([O-])([O-])=O.[K+].[K+]. The catalyst is COCCOCCO.O.CCOC(C)=O.C1C=CC(P(C2C=CC=CC=2)[C-]2C=CC=C2)=CC=1.C1C=CC(P(C2C=CC=CC=2)[C-]2C=CC=C2)=CC=1.Cl[Pd]Cl.[Fe+2]. The product is [Cl:26][C:19]1[CH:18]=[C:17]([CH:22]=[CH:21][C:20]=1[C:2]1[CH:11]=[CH:10][C:9]2[C:4](=[CH:5][CH:6]=[C:7]([O:12][CH3:13])[CH:8]=2)[N:3]=1)[C:14]([OH:16])=[O:15]. The yield is 0.460. (7) The reactants are [H-].[Na+].[O:3]=[C:4]1[NH:9][CH2:8][CH2:7][N:6]([C:10]([O:12][C:13]([CH3:16])([CH3:15])[CH3:14])=[O:11])[CH2:5]1.[Cl:17][C:18]1[CH:23]=[CH:22][C:21]([CH2:24]Cl)=[CH:20][N:19]=1.C([O-])(O)=O.[Na+]. The catalyst is CN(C=O)C. The product is [Cl:17][C:18]1[N:19]=[CH:20][C:21]([CH2:24][N:9]2[CH2:8][CH2:7][N:6]([C:10]([O:12][C:13]([CH3:16])([CH3:15])[CH3:14])=[O:11])[CH2:5][C:4]2=[O:3])=[CH:22][CH:23]=1. The yield is 0.910.